This data is from Forward reaction prediction with 1.9M reactions from USPTO patents (1976-2016). The task is: Predict the product of the given reaction. Given the reactants [NH2:1][C:2]1[CH:3]=[C:4]2[C:8](=[CH:9][CH:10]=1)[CH2:7][C@:6]1([C:14](=[O:15])[NH:13][C:12](=[O:16])[N:11]1[CH3:17])[CH2:5]2.F[B-](F)(F)F.F[B-](F)(F)F.CN([CH:31]=[C:32]([CH2:37][NH+](C)C)[CH2:33][NH+](C)C)C.Cl.C([O-])(O)=[O:43].[Na+], predict the reaction product. The product is: [CH3:17][N:11]1[C@@:6]2([CH2:7][C:8]3[CH:9]=[C:10]4[C:2](=[CH:3][C:4]=3[CH2:5]2)[N:1]=[CH:33][C:32]([CH:37]=[O:43])=[CH:31]4)[C:14](=[O:15])[NH:13][C:12]1=[O:16].